The task is: Predict the reactants needed to synthesize the given product.. This data is from Full USPTO retrosynthesis dataset with 1.9M reactions from patents (1976-2016). (1) Given the product [ClH:1].[C:14]1([C@H:13]2[C@@H:12]([C:20]3[CH:21]=[CH:22][CH:23]=[CH:24][CH:25]=3)[NH:11][C:10]([NH:26][CH2:27][C:28]3[CH:33]=[C:32]([F:34])[CH:31]=[C:30]([F:35])[CH:29]=3)=[N:9]2)[CH:15]=[CH:16][CH:17]=[CH:18][CH:19]=1, predict the reactants needed to synthesize it. The reactants are: [ClH:1].C(OC([N:9]1[C@H:13]([C:14]2[CH:19]=[CH:18][CH:17]=[CH:16][CH:15]=2)[C@H:12]([C:20]2[CH:25]=[CH:24][CH:23]=[CH:22][CH:21]=2)[N:11]=[C:10]1[NH:26][CH2:27][C:28]1[CH:33]=[C:32]([F:34])[CH:31]=[C:30]([F:35])[CH:29]=1)=O)(C)(C)C. (2) Given the product [F:12][C:7]1[CH:8]=[C:9]([F:11])[CH:10]=[C:2]([NH:16][C:15]2[CH:17]=[CH:18][C:19]([I:21])=[CH:20][C:14]=2[F:13])[C:3]=1[C:4]([OH:6])=[O:5], predict the reactants needed to synthesize it. The reactants are: F[C:2]1[CH:10]=[C:9]([F:11])[CH:8]=[C:7]([F:12])[C:3]=1[C:4]([OH:6])=[O:5].[F:13][C:14]1[CH:20]=[C:19]([I:21])[CH:18]=[CH:17][C:15]=1[NH2:16].[NH2-].[Li+].Cl. (3) Given the product [NH:38]1[C:39]2[C:35](=[C:34]([C:2]3[N:3]=[C:4]([N:20]4[CH2:25][CH2:24][O:23][CH2:22][CH2:21]4)[C:5]4[S:10][C:9]([NH:11][C:12](=[O:19])[C:13]5[CH:18]=[CH:17][CH:16]=[CH:15][CH:14]=5)=[CH:8][C:6]=4[N:7]=3)[CH:42]=[CH:41][CH:40]=2)[CH:36]=[N:37]1, predict the reactants needed to synthesize it. The reactants are: Cl[C:2]1[N:3]=[C:4]([N:20]2[CH2:25][CH2:24][O:23][CH2:22][CH2:21]2)[C:5]2[S:10][C:9]([NH:11][C:12](=[O:19])[C:13]3[CH:18]=[CH:17][CH:16]=[CH:15][CH:14]=3)=[CH:8][C:6]=2[N:7]=1.CC1(C)C(C)(C)OB([C:34]2[CH:42]=[CH:41][CH:40]=[C:39]3[C:35]=2[CH:36]=[N:37][NH:38]3)O1. (4) Given the product [ClH:34].[ClH:34].[CH3:15][O:14][C:11]1[CH:12]=[CH:13][C:8]([CH2:7][CH2:6][NH2:5])=[CH:9][C:10]=1[S:16]([N:19]1[CH2:20][CH2:21][N:22]([CH3:25])[CH2:23][CH2:24]1)(=[O:17])=[O:18], predict the reactants needed to synthesize it. The reactants are: FC(F)(F)C([NH:5][CH2:6][CH2:7][C:8]1[CH:13]=[CH:12][C:11]([O:14][CH3:15])=[C:10]([S:16]([N:19]2[CH2:24][CH2:23][N:22]([CH3:25])[CH2:21][CH2:20]2)(=[O:18])=[O:17])[CH:9]=1)=O.C([O-])([O-])=O.[K+].[K+].[ClH:34]. (5) Given the product [C:24]([C:26]1[CH:27]=[C:28]([CH:32]=[C:33]([S:35]([F:39])([F:40])([F:36])([F:37])[F:38])[CH:34]=1)[C:29]([NH:19][C:18]1[CH:20]=[CH:21][C:22]([CH3:23])=[C:16]([N:15]2[C:3]3[N:4]([N:5]=[C:6]([C:7]4[CH:8]=[N:9][CH:10]=[CH:11][CH:12]=4)[C:2]=3[F:1])[CH:13]=[CH:14]2)[CH:17]=1)=[O:30])#[N:25], predict the reactants needed to synthesize it. The reactants are: [F:1][C:2]1[C:6]([C:7]2[CH:8]=[N:9][CH:10]=[CH:11][CH:12]=2)=[N:5][N:4]2[CH:13]=[CH:14][N:15]([C:16]3[CH:17]=[C:18]([CH:20]=[CH:21][C:22]=3[CH3:23])[NH2:19])[C:3]=12.[C:24]([C:26]1[CH:27]=[C:28]([CH:32]=[C:33]([S:35]([F:40])([F:39])([F:38])([F:37])[F:36])[CH:34]=1)[C:29](O)=[O:30])#[N:25]. (6) The reactants are: [F:1][C:2]1[CH:3]=[C:4]([C:9]2[CH2:16][CH:15]3[CH2:17][CH:11]([CH2:12][N:13]([C:18]([O:20][C:21]([CH3:24])([CH3:23])[CH3:22])=[O:19])[CH2:14]3)[CH:10]=2)[CH:5]=[C:6]([F:8])[CH:7]=1. Given the product [F:8][C:6]1[CH:5]=[C:4]([CH:9]2[CH2:10][CH:11]3[CH2:17][CH:15]([CH2:14][N:13]([C:18]([O:20][C:21]([CH3:24])([CH3:23])[CH3:22])=[O:19])[CH2:12]3)[CH2:16]2)[CH:3]=[C:2]([F:1])[CH:7]=1, predict the reactants needed to synthesize it. (7) Given the product [ClH:16].[CH:37]([O:36][C:34](=[O:35])[NH:33][C@@H:31]1[CH2:32][C:20]2[N:19]([CH2:18][C@@H:9]3[C@H:10]([OH:13])[CH2:11][CH2:12][NH:8]3)[C:27]3[CH:26]=[CH:25][C:24]([C:28]#[N:29])=[CH:23][C:22]=3[C:21]=2[CH2:30]1)([CH3:39])[CH3:38], predict the reactants needed to synthesize it. The reactants are: C(OC([N:8]1[CH2:12][CH2:11][C@@H:10]([O:13]C(=O)C[Cl:16])[C@H:9]1[CH2:18][N:19]1[C:27]2[CH:26]=[CH:25][C:24]([C:28]#[N:29])=[CH:23][C:22]=2[C:21]2[CH2:30][C@H:31]([NH:33][C:34]([O:36][CH:37]([CH3:39])[CH3:38])=[O:35])[CH2:32][C:20]1=2)=O)(C)(C)C.[Li+].[OH-]. (8) Given the product [CH3:1][O:2][C:3]1[CH:4]=[C:5]2[C:10](=[CH:11][C:12]=1[O:13][CH3:14])[N:9]=[CH:8][CH:7]=[C:6]2[O:15][C:16]1[CH:22]=[CH:21][C:19]([NH:20][C:34]([NH:49][CH2:48][CH2:47][N:42]2[CH2:46][CH2:45][CH2:44][CH2:43]2)=[O:40])=[CH:18][CH:17]=1, predict the reactants needed to synthesize it. The reactants are: [CH3:1][O:2][C:3]1[CH:4]=[C:5]2[C:10](=[CH:11][C:12]=1[O:13][CH3:14])[N:9]=[CH:8][CH:7]=[C:6]2[O:15][C:16]1[CH:22]=[CH:21][C:19]([NH2:20])=[CH:18][CH:17]=1.C(N(CC)CC)C.ClC(Cl)(O[C:34](=[O:40])OC(Cl)(Cl)Cl)Cl.[N:42]1([CH2:47][CH2:48][NH2:49])[CH2:46][CH2:45][CH2:44][CH2:43]1. (9) Given the product [C:40]([NH:44][C:45](=[O:55])[NH:46][C@@H:47]([C:51]([CH3:54])([CH3:53])[CH3:52])[C:48]([N:16]1[CH2:17][C@H:18]([O:20][C:21]2[C:30]3[C:25](=[CH:26][C:27]([O:31][CH3:32])=[CH:28][CH:29]=3)[N:24]=[C:23]([N:33]3[CH:37]=[CH:36][CH:35]=[N:34]3)[CH:22]=2)[CH2:19][C@H:15]1[C:13]([NH:12][C@@H:8]([CH2:9][CH2:10][CH3:11])[C@H:7]([OH:38])[C:6]([NH:5][CH:2]1[CH2:4][CH2:3]1)=[O:39])=[O:14])=[O:49])([CH3:43])([CH3:42])[CH3:41], predict the reactants needed to synthesize it. The reactants are: [Cl-].[CH:2]1([NH:5][C:6](=[O:39])[C@@H:7]([OH:38])[C@@H:8]([NH:12][C:13]([C@@H:15]2[CH2:19][C@@H:18]([O:20][C:21]3[C:30]4[C:25](=[CH:26][C:27]([O:31][CH3:32])=[CH:28][CH:29]=4)[N:24]=[C:23]([N:33]4[CH:37]=[CH:36][CH:35]=[N:34]4)[CH:22]=3)[CH2:17][NH2+:16]2)=[O:14])[CH2:9][CH2:10][CH3:11])[CH2:4][CH2:3]1.[C:40]([NH:44][C:45](=[O:55])[NH:46][C@H:47]([C:51]([CH3:54])([CH3:53])[CH3:52])[C:48](O)=[O:49])([CH3:43])([CH3:42])[CH3:41].F[P-](F)(F)(F)(F)F.N1(OC(N(C)C)=[N+](C)C)C2N=CC=CC=2N=N1.C(N(C(C)C)CC)(C)C.